From a dataset of Catalyst prediction with 721,799 reactions and 888 catalyst types from USPTO. Predict which catalyst facilitates the given reaction. (1) The catalyst class is: 3. Reactant: F[C:2]1[CH:7]=[CH:6][C:5]([N+:8]([O-:10])=[O:9])=[C:4]([F:11])[C:3]=1[CH3:12].[CH2:13]([OH:20])[C:14]1[CH:19]=[CH:18][CH:17]=[CH:16][CH:15]=1.C([O-])([O-])=O.[K+].[K+].O. Product: [CH2:13]([O:20][C:2]1[CH:7]=[CH:6][C:5]([N+:8]([O-:10])=[O:9])=[C:4]([F:11])[C:3]=1[CH3:12])[C:14]1[CH:19]=[CH:18][CH:17]=[CH:16][CH:15]=1. (2) Reactant: C(O[C:6]([N:8](C)[C@H:9]1[CH2:14][CH2:13][C@H:12]([C:15]([OH:17])=[O:16])[CH2:11][CH2:10]1)=O)(C)(C)C.[ClH:19]. Product: [ClH:19].[CH3:6][NH:8][C@H:9]1[CH2:14][CH2:13][C@H:12]([C:15]([OH:17])=[O:16])[CH2:11][CH2:10]1. The catalyst class is: 12. (3) Reactant: [Cl:1][C:2]1[CH:17]=[C:16]([N+:18]([O-])=O)[CH:15]=[CH:14][C:3]=1[O:4][C:5]1[C:10]2[CH:11]=[N:12][S:13][C:9]=2[CH:8]=[CH:7][CH:6]=1.Cl.[OH-].[Na+]. Product: [S:13]1[C:9]2[CH:8]=[CH:7][CH:6]=[C:5]([O:4][C:3]3[CH:14]=[CH:15][C:16]([NH2:18])=[CH:17][C:2]=3[Cl:1])[C:10]=2[CH:11]=[N:12]1. The catalyst class is: 8. (4) Reactant: [NH:1]1[C:9]2[C:4](=[CH:5][C:6]([C:10]([OH:12])=O)=[CH:7][CH:8]=2)[CH:3]=[CH:2]1.CCN(C(C)C)C(C)C.[NH:22]1[CH2:27][CH2:26][CH2:25][CH2:24][CH2:23]1.CN(C(ON1N=NC2C=CC=CC1=2)=[N+](C)C)C.F[P-](F)(F)(F)(F)F. Product: [NH:1]1[C:9]2[C:4](=[CH:5][C:6]([C:10]([N:22]3[CH2:27][CH2:26][CH2:25][CH2:24][CH2:23]3)=[O:12])=[CH:7][CH:8]=2)[CH:3]=[CH:2]1. The catalyst class is: 2. (5) Reactant: [F:1][C:2]1[CH:3]=[C:4]2[C:9](=[CH:10][CH:11]=1)[C@H:8]([NH:12][C:13]([C:15]1[CH:16]=[C:17]3[C:22](=[CH:23][CH:24]=1)[C:21](=[O:25])[N:20]([C:26]1[CH:31]=[CH:30][C:29]([F:32])=[CH:28][CH:27]=1)[C:19]([CH2:33][CH2:34][CH2:35][CH2:36][C:37](O)=[O:38])=[CH:18]3)=[O:14])[CH2:7][CH2:6][CH2:5]2.[CH:40]1([S:43]([NH2:46])(=[O:45])=[O:44])[CH2:42][CH2:41]1.C(Cl)CCl. Product: [CH:40]1([S:43]([NH:46][C:37](=[O:38])[CH2:36][CH2:35][CH2:34][CH2:33][C:19]2[N:20]([C:26]3[CH:31]=[CH:30][C:29]([F:32])=[CH:28][CH:27]=3)[C:21](=[O:25])[C:22]3[C:17]([CH:18]=2)=[CH:16][C:15]([C:13]([NH:12][C@H:8]2[C:9]4[C:4](=[CH:3][C:2]([F:1])=[CH:11][CH:10]=4)[CH2:5][CH2:6][CH2:7]2)=[O:14])=[CH:24][CH:23]=3)(=[O:45])=[O:44])[CH2:42][CH2:41]1. The catalyst class is: 79. (6) Reactant: Cl[C:2]1[CH:7]=[N:6][CH:5]=[C:4]([O:8][CH:9]2[CH2:14][CH2:13][NH:12][CH2:11][CH2:10]2)[N:3]=1.[CH3:15][O:16][C:17]1[CH:18]=[C:19]([CH:23]=[CH:24][CH:25]=1)[CH2:20][CH2:21][OH:22]. Product: [CH3:15][O:16][C:17]1[CH:18]=[C:19]([CH2:20][CH2:21][O:22][C:2]2[CH:7]=[N:6][CH:5]=[C:4]([O:8][CH:9]3[CH2:14][CH2:13][NH:12][CH2:11][CH2:10]3)[N:3]=2)[CH:23]=[CH:24][CH:25]=1. The catalyst class is: 3. (7) Reactant: C(OC([NH:8][C@@H:9]1[CH2:14][CH2:13][CH2:12][CH2:11][C@@H:10]1[NH:15][C:16]1[C:25]2[C:20](=[CH:21][CH:22]=[C:23]([CH3:26])[CH:24]=2)[N:19]=[C:18]([NH:27]CC2C=CC(OC)=CC=2)[N:17]=1)=O)(C)(C)C. Product: [NH2:27][C:18]1[N:17]=[C:16]([NH:15][C@H:10]2[CH2:11][CH2:12][CH2:13][CH2:14][C@H:9]2[NH2:8])[C:25]2[C:20](=[CH:21][CH:22]=[C:23]([CH3:26])[CH:24]=2)[N:19]=1. The catalyst class is: 557.